From a dataset of Forward reaction prediction with 1.9M reactions from USPTO patents (1976-2016). Predict the product of the given reaction. (1) Given the reactants [CH3:1][C:2]1([CH3:18])[C:6]([CH3:8])([CH3:7])[O:5][B:4]([C:9]2[CH:17]=[CH:16][C:12]([C:13]([OH:15])=O)=[CH:11][CH:10]=2)[O:3]1.[CH3:19][N:20]([CH3:24])[CH2:21][CH2:22][NH2:23].CCN=C=NCCCN(C)C.CN1C=CN=C1, predict the reaction product. The product is: [CH3:19][N:20]([CH3:24])[CH2:21][CH2:22][NH:23][C:13](=[O:15])[C:12]1[CH:11]=[CH:10][C:9]([B:4]2[O:5][C:6]([CH3:7])([CH3:8])[C:2]([CH3:1])([CH3:18])[O:3]2)=[CH:17][CH:16]=1. (2) Given the reactants Br[C:2]1[CH:7]=[CH:6][C:5]([C:8]2[N:9]=[C:10]3[CH:15]=[CH:14][C:13]([C:16]4[CH:21]=[CH:20][CH:19]=[CH:18][C:17]=4[F:22])=[N:12][N:11]3[CH:23]=2)=[CH:4][C:3]=1[N+:24]([O-:26])=[O:25].[C:27]([Si:29]([CH3:32])([CH3:31])[CH3:30])#[CH:28].C(N(CC)CC)C, predict the reaction product. The product is: [F:22][C:17]1[CH:18]=[CH:19][CH:20]=[CH:21][C:16]=1[C:13]1[CH:14]=[CH:15][C:10]2[N:11]([CH:23]=[C:8]([C:5]3[CH:6]=[CH:7][C:2]([C:28]#[C:27][Si:29]([CH3:32])([CH3:31])[CH3:30])=[C:3]([N+:24]([O-:26])=[O:25])[CH:4]=3)[N:9]=2)[N:12]=1. (3) Given the reactants [CH3:1][O:2][CH:3]1[CH2:8][CH2:7][CH:6]([CH:9]2[CH2:13][CH2:12][O:11][C:10]2=O)[CH2:5][CH2:4]1.[OH-].[NH4+:16], predict the reaction product. The product is: [CH3:1][O:2][CH:3]1[CH2:8][CH2:7][CH:6]([CH:9]2[CH2:13][CH2:12][NH:16][C:10]2=[O:11])[CH2:5][CH2:4]1. (4) The product is: [CH2:12]([N:10]1[C:9](=[O:11])[CH2:8][CH2:7][O:6][CH2:5][CH:4]1[CH3:3])[C:13]1[CH:18]=[CH:17][CH:16]=[CH:15][CH:14]=1. Given the reactants [H-].[Na+].[CH3:3][CH:4]1[NH:10][C:9](=[O:11])[CH2:8][CH2:7][O:6][CH2:5]1.[CH2:12](Br)[C:13]1[CH:18]=[CH:17][CH:16]=[CH:15][CH:14]=1, predict the reaction product.